This data is from Drug-target binding data from BindingDB using IC50 measurements. The task is: Regression. Given a target protein amino acid sequence and a drug SMILES string, predict the binding affinity score between them. We predict pIC50 (pIC50 = -log10(IC50 in M); higher means more potent). Dataset: bindingdb_ic50. (1) The drug is COc1ccc2c(c1)C=C1Cn3c-2c(C2CCCCC2)c2ccc(cc23)C(=O)NS(=O)(=O)N(C)CCOCCN(C)C1=O. The target protein sequence is SMSYTWTGALITPCAAEESKLPINPLSNSLLRHHNMVYATTSRSASLRQKKVTFDRLQVLDDHYRDVLKEMKAKASTVKAKLLSIEEACKLTPPHSAKSKFGYGAKDVRNLSSRAVNHIRSVWEDLLEDTETPIDTTIMAKSEVFCVQPEKGGRKPARLIVFPDLGVRVCEKMALYDVVSTLPQAVMGSSYGFQYSPKQRVEFLVNTWKSKKCPMGFSYDTRCFDSTVTESDIRVEESIYQCCDLAPEARQAIRSLTERLYIGGPLTNSKGQNCGYRRCRASGVLTTSCGNTLTCYLKATAACRAAKLQDCTMLVNGDDLVVICESAGTQEDAAALRAFTEAMTRYSAPPGDPPQPEYDLELITSCSSNVSVAHDASGKRVYYLTRDPTTPLARAAWETARHTPINSWLGNIIMYAPTLWARMILMTHFFSILLAQEQLEKALDCQIYGACYSIEPLDLPQIIERLHGLSAFTLHSYSPGEINRVASCLRKLGVPPLRTW.... The pIC50 is 6.6. (2) The small molecule is N=C(N)NN. The target protein (Q06518) has sequence MACPWKFLFRVKSYQGDLKEEKDINNNVEKTPGAIPSPTTQDDPKSHKHQNGFPQFLTGTAQNVPESLDKLHVTPSTRPQHVRIKNWGNGEIFHDTLHHKATSDISCKSKLCMGSIMNSKSLTRGPRDKPTPVEELLPQAIEFINQYYGSFKEAKIEEHLARLEAVTKEIETTGTYQLTLDELIFATKMAWRNAPRCIGRIQWSNLQVFDARSCSTASEMFQHICRHILYATNSGNIRSAITVFPQRSDGKHDFRIWNSQLIRYAGYQMPDGTIRGDPATLEFTQLCIDLGWKPRYGRFDVLPLVLQAHGQDPEVFEIPPDLVLEVTMEHPKYEWFQELGLKWYALPAVANMLLEVGGLEFPACPFNGWYMGTEIGVRDFCDTQRYNILEEVGRRMGLETHTLASLWKDRAVTEINAAVLHSFQKQNVTIMDHHTASESFMKHMQNEYRARGGCPADWIWLVPPVSGSITPVFHQEMLNYVLSPFYYYQIEPWKTHIWQD.... The pIC50 is 3.9. (3) The drug is CC(NC(=O)c1c(F)cccc1F)c1nnc(SCCOc2ccc(F)cc2)n1C. The target protein (P9WPA7) has sequence MSRLSEPSPYVEFDRRQWRALRMSTPLALTEEELVGLRGLGEQIDLLEVEEVYLPLARLIHLQVAARQRLFAATAEFLGEPQQNPDRPVPFIIGVAGSVAVGKSTTARVLQALLARWDHHPRVDLVTTDGFLYPNAELQRRNLMHRKGFPESYNRRALMRFVTSVKSGSDYACAPVYSHLHYDIIPGAEQVVRHPDILILEGLNVLQTGPTLMVSDLFDFSLYVDARIEDIEQWYVSRFLAMRTTAFADPESHFHHYAAFSDSQAVVAAREIWRTINRPNLVENILPTRPRATLVLRKDADHSINRLRLRKL. The pIC50 is 4.8.